Predict the product of the given reaction. From a dataset of Forward reaction prediction with 1.9M reactions from USPTO patents (1976-2016). (1) Given the reactants CN(C(ON1N=NC2C=CC=CC1=2)=[N+](C)C)C.[B-](F)(F)(F)F.C(N(CC)CC)C.[Cl:30][C:31]1[CH:36]=[CH:35][CH:34]=[C:33]([Cl:37])[C:32]=1[C:38]1[C:42]([CH2:43][O:44][C:45]2[N:50]=[C:49]([C:51]([F:54])([F:53])[F:52])[C:48]([N:55]([CH2:57][C:58]3[CH:66]=[CH:65][C:61]([C:62](O)=[O:63])=[CH:60][CH:59]=3)[CH3:56])=[CH:47][CH:46]=2)=[C:41]([CH:67]([CH3:69])[CH3:68])[O:40][N:39]=1.[NH2:70][CH2:71][CH2:72][OH:73], predict the reaction product. The product is: [Cl:37][C:33]1[CH:34]=[CH:35][CH:36]=[C:31]([Cl:30])[C:32]=1[C:38]1[C:42]([CH2:43][O:44][C:45]2[N:50]=[C:49]([C:51]([F:54])([F:53])[F:52])[C:48]([N:55]([CH2:57][C:58]3[CH:66]=[CH:65][C:61]([C:62]([NH:70][CH2:71][CH2:72][OH:73])=[O:63])=[CH:60][CH:59]=3)[CH3:56])=[CH:47][CH:46]=2)=[C:41]([CH:67]([CH3:69])[CH3:68])[O:40][N:39]=1. (2) Given the reactants Br[C:2]1[C:3]([O:25][CH3:26])=[C:4]([C:9]2[N:13]=[C:12]([C:14]3[CH:15]=[C:16]([Cl:24])[C:17]([O:20][CH:21]([CH3:23])[CH3:22])=[N:18][CH:19]=3)[O:11][N:10]=2)[CH:5]=[C:6]([F:8])[CH:7]=1.C(P(C(C)(C)C)C(C)(C)C)(C)(C)C.C(=O)([O-])[O-].[Cs+].[Cs+].Br[Zn][CH2:48][CH2:49][CH2:50][C:51]([O:53][CH2:54][CH3:55])=[O:52], predict the reaction product. The product is: [Cl:24][C:16]1[CH:15]=[C:14]([C:12]2[O:11][N:10]=[C:9]([C:4]3[C:3]([O:25][CH3:26])=[C:2]([CH2:48][CH2:49][CH2:50][C:51]([O:53][CH2:54][CH3:55])=[O:52])[CH:7]=[C:6]([F:8])[CH:5]=3)[N:13]=2)[CH:19]=[N:18][C:17]=1[O:20][CH:21]([CH3:23])[CH3:22].